From a dataset of Peptide-MHC class II binding affinity with 134,281 pairs from IEDB. Regression. Given a peptide amino acid sequence and an MHC pseudo amino acid sequence, predict their binding affinity value. This is MHC class II binding data. (1) The peptide sequence is SLGVGADQGCAINFG. The MHC is DRB1_0301 with pseudo-sequence DRB1_0301. The binding affinity (normalized) is 0.625. (2) The peptide sequence is SHLIKIPLLIGYGNK. The MHC is HLA-DQA10501-DQB10301 with pseudo-sequence HLA-DQA10501-DQB10301. The binding affinity (normalized) is 0.446.